Dataset: Full USPTO retrosynthesis dataset with 1.9M reactions from patents (1976-2016). Task: Predict the reactants needed to synthesize the given product. (1) Given the product [CH2:3]([O:7][C:9]1[CH:14]=[C:13]([O:15][CH:16]([CH3:22])[CH2:17][C:18]([CH3:21])([CH3:20])[CH3:19])[N:12]=[CH:11][N:10]=1)[C:4]#[C:5][CH3:6], predict the reactants needed to synthesize it. The reactants are: [H-].[Na+].[CH2:3]([OH:7])[C:4]#[C:5][CH3:6].Cl[C:9]1[CH:14]=[C:13]([O:15][CH:16]([CH3:22])[CH2:17][C:18]([CH3:21])([CH3:20])[CH3:19])[N:12]=[CH:11][N:10]=1.[Cl-].[NH4+]. (2) The reactants are: [CH3:1][O:2][C:3]1[CH:4]=[C:5]([OH:11])[C:6](=[CH:9][CH:10]=1)[CH:7]=O.[CH3:12][O:13][C:14]1[CH:27]=[CH:26][C:17]([CH2:18][S:19]([CH2:22][C:23](O)=[O:24])(=[O:21])=[O:20])=[CH:16][CH:15]=1. Given the product [CH3:12][O:13][C:14]1[CH:15]=[CH:16][C:17]([CH2:18][S:19]([C:22]2[C:23](=[O:24])[O:11][C:5]3[C:6]([CH:7]=2)=[CH:9][CH:10]=[C:3]([O:2][CH3:1])[CH:4]=3)(=[O:20])=[O:21])=[CH:26][CH:27]=1, predict the reactants needed to synthesize it. (3) Given the product [CH2:25]([NH:26][CH:7]1[CH2:6][CH:5]([C:9]2[CH:14]=[CH:13][N:12]=[CH:11][C:10]=2[N+:15]([O-:17])=[O:16])[O:4][CH:3]([CH3:18])[CH:2]1[OH:1])[C:19]1[CH:24]=[CH:23][CH:22]=[CH:21][CH:20]=1, predict the reactants needed to synthesize it. The reactants are: [OH:1][CH:2]1[C:7](=O)[CH2:6][CH:5]([C:9]2[CH:14]=[CH:13][N:12]=[CH:11][C:10]=2[N+:15]([O-:17])=[O:16])[O:4][CH:3]1[CH3:18].[C:19]1([CH2:25][NH2:26])[CH:24]=[CH:23][CH:22]=[CH:21][CH:20]=1.[BH4-].[Li+].